This data is from Forward reaction prediction with 1.9M reactions from USPTO patents (1976-2016). The task is: Predict the product of the given reaction. (1) Given the reactants [CH2:1]([O:3][C:4]([C:6]1[N:7]=[CH:8][C:9]2[C:14]([C:15]=1[OH:16])=[CH:13][CH:12]=[C:11]([O:17][C:18]1[C:23]([F:24])=[CH:22][CH:21]=[CH:20][C:19]=1[F:25])[CH:10]=2)=[O:5])[CH3:2].C1C(=O)N([Br:33])C(=O)C1, predict the reaction product. The product is: [CH2:1]([O:3][C:4]([C:6]1[N:7]=[C:8]([Br:33])[C:9]2[C:14]([C:15]=1[OH:16])=[CH:13][CH:12]=[C:11]([O:17][C:18]1[C:23]([F:24])=[CH:22][CH:21]=[CH:20][C:19]=1[F:25])[CH:10]=2)=[O:5])[CH3:2]. (2) Given the reactants [CH2:1]([O:8][C:9]([N:11]1[CH2:16][CH2:15][CH2:14][CH:13]([C:17](=O)[CH2:18][CH2:19][CH:20]([O:23][CH3:24])[O:21][CH3:22])[CH2:12]1)=[O:10])[C:2]1[CH:7]=[CH:6][CH:5]=[CH:4][CH:3]=1.[C:26]([O:30][C:31](=[O:34])[NH:32][NH2:33])([CH3:29])([CH3:28])[CH3:27], predict the reaction product. The product is: [CH2:1]([O:8][C:9]([N:11]1[CH2:16][CH2:15][CH2:14][C@@H:13]([C:17](=[N:33][NH:32][C:31]([O:30][C:26]([CH3:29])([CH3:28])[CH3:27])=[O:34])[CH2:18][CH2:19][CH:20]([O:23][CH3:24])[O:21][CH3:22])[CH2:12]1)=[O:10])[C:2]1[CH:7]=[CH:6][CH:5]=[CH:4][CH:3]=1. (3) Given the reactants C(O)(=O)[C@@H]([C@H](C(O)=O)O)O.[Cl:11][C:12]1[CH:17]=[CH:16][C:15]([C@H:18]2[N:25]3C(SC(C(N4CCNC(=O)C4)=O)=C3C(C)C)=[N:20][C@:19]2([C:39]2[CH:44]=[CH:43][C:42]([Cl:45])=[CH:41][CH:40]=2)[CH3:38])=[CH:14][CH:13]=1, predict the reaction product. The product is: [Cl:11][C:12]1[CH:17]=[CH:16][C:15]([C@@H:18]([NH2:25])[C@:19]([C:39]2[CH:40]=[CH:41][C:42]([Cl:45])=[CH:43][CH:44]=2)([NH2:20])[CH3:38])=[CH:14][CH:13]=1. (4) Given the reactants [O:1]1[C:10]2[C:5](=[CH:6][CH:7]=[CH:8][CH:9]=2)[C@H:4]([N:11]2[C:19](=[O:20])[NH:18][C:17]3[C:12]2=[N:13][C:14]([N:21]2[C:25]4[CH:26]=[C:27]([C:30]#[N:31])[CH:28]=[CH:29][C:24]=4[N:23]=[CH:22]2)=[N:15][CH:16]=3)[CH2:3][CH2:2]1.Cl.Cl[CH2:34][CH2:35][N:36]([CH3:38])[CH3:37].CCN(P1(N(C)CCCN1)=NC(C)(C)C)CC, predict the reaction product. The product is: [O:1]1[C:10]2[C:5](=[CH:6][CH:7]=[CH:8][CH:9]=2)[CH:4]([N:11]2[C:19](=[O:20])[N:18]([CH2:34][CH2:35][N:36]([CH3:38])[CH3:37])[C:17]3[C:12]2=[N:13][C:14]([N:21]2[C:25]4[CH:26]=[C:27]([C:30]#[N:31])[CH:28]=[CH:29][C:24]=4[N:23]=[CH:22]2)=[N:15][CH:16]=3)[CH2:3][CH2:2]1. (5) Given the reactants O[C:2]1[CH:3]=[C:4]([NH:10][S:11]([C:14]2[C:15](=[O:24])[S:16][C:17]3[C:22]([CH:23]=2)=[CH:21][CH:20]=[CH:19][CH:18]=3)(=[O:13])=[O:12])[CH:5]=[CH:6][C:7]=1[O:8][CH3:9].BrC1C=CC(NS(C2C(=O)SC3C(C=2)=CC=CC=3)(=O)=O)=CC=1.ClC1C=C2C(C=C(S(NC3C=CC(OC)=CC=3)(=O)=O)C(=O)S2)=CC=1.ClC1C=C2C(C=C(S(NC3C=CC(OC)=C(O)C=3)(=O)=O)C(=O)S2)=CC=1.ClC1C=C2C(C=C(S(NC3C=CC(F)=C(N)C=3)(=O)=O)C(=O)S2)=CC=1.ClC1C=C2C(C=C(S(NC3C=CC(Br)=CC=3)(=O)=O)C(=O)S2)=CC=1.ClC1C=C2C(=CC=1)SC(=O)C(S(NC1C=CC(OC)=CC=1)(=O)=O)=C2.BrC1C=C2C(=CC=1)SC(=O)C(S(NC1C=CC(OC)=CC=1)(=O)=O)=C2.C(OC1C=CC=C2C=1SC(=O)C(S(NC1C=CC(OC)=CC=1)(=O)=O)=C2)C.ClC1C=C2C(=CC=1)SC(=O)C(S(NC1C=CC(OC)=C(O)C=1)(=O)=O)=C2.NC1C=C(NS(C2C(=O)SC3C(C=2)=CC=CC=3OCC)(=O)=O)C=CC=1F.NC1C=C(NS(C2C(=O)SC3C(C=2)=CC(OC)=CC=3)(=O)=O)C=CC=1F.BrC1C=CC(NS(C2C(=O)SC3C(C=2)=CC(OC)=CC=3)(=O)=O)=CC=1.BrC1C=CC(NS(C2C(=O)SC3C(C=2)=CC=CC=3Cl)(=O)=O)=CC=1.BrC1C=CC(NS(C2C(=O)SC3C(C=2)=CC=CC=3Br)(=O)=O)=CC=1, predict the reaction product. The product is: [CH3:9][O:8][C:7]1[CH:6]=[CH:5][C:4]([NH:10][S:11]([C:14]2[C:15](=[O:24])[S:16][C:17]3[C:22]([CH:23]=2)=[CH:21][CH:20]=[CH:19][CH:18]=3)(=[O:13])=[O:12])=[CH:3][CH:2]=1. (6) Given the reactants Br[C:2]1[CH:11]=[N:10][C:9]2[NH:8]/[C:7](=[N:12]/[CH3:13])/[C:6]([CH3:15])([CH3:14])[O:5][C:4]=2[CH:3]=1.[CH3:16][N:17]([CH2:22][C:23]1[S:27][C:26]2[CH:28]=[CH:29][CH:30]=[CH:31][C:25]=2[C:24]=1[CH3:32])[C:18](=[O:21])[CH:19]=[CH2:20].C(N(C(C)C)CC)(C)C.CC1C=CC=CC=1P(C1C=CC=CC=1C)C1C=CC=CC=1C, predict the reaction product. The product is: [CH3:14][C:6]1([CH3:15])[O:5][C:4]2[CH:3]=[C:2](/[CH:20]=[CH:19]/[C:18]([N:17]([CH3:16])[CH2:22][C:23]3[S:27][C:26]4[CH:28]=[CH:29][CH:30]=[CH:31][C:25]=4[C:24]=3[CH3:32])=[O:21])[CH:11]=[N:10][C:9]=2[NH:8]/[C:7]/1=[N:12]/[CH3:13]. (7) Given the reactants [C:1]([O:14][CH2:15]Cl)([C:4]([C:7]([C:10]([F:13])([F:12])[F:11])([F:9])[F:8])([F:6])[F:5])([F:3])[F:2].[I-:17].[Na+].O, predict the reaction product. The product is: [C:1]([O:14][CH2:15][I:17])([C:4]([C:7]([C:10]([F:13])([F:12])[F:11])([F:9])[F:8])([F:6])[F:5])([F:3])[F:2]. (8) Given the reactants [Cl:1][C:2]1[CH:3]=[C:4]([CH:8]=[CH:9][C:10]=1[C:11](=[O:26])[NH:12][C:13]1[CH:18]=[CH:17][C:16]([Cl:19])=[C:15]([C:20]2[CH:25]=[CH:24][CH:23]=[CH:22][N:21]=2)[CH:14]=1)[C:5]([OH:7])=O.[NH2:27][CH2:28][CH2:29][N:30]1[CH2:34][CH2:33][CH2:32][CH2:31]1, predict the reaction product. The product is: [Cl:1][C:2]1[CH:3]=[C:4]([C:5]([NH:27][CH2:28][CH2:29][N:30]2[CH2:34][CH2:33][CH2:32][CH2:31]2)=[O:7])[CH:8]=[CH:9][C:10]=1[C:11]([NH:12][C:13]1[CH:18]=[CH:17][C:16]([Cl:19])=[C:15]([C:20]2[CH:25]=[CH:24][CH:23]=[CH:22][N:21]=2)[CH:14]=1)=[O:26].